Dataset: NCI-60 drug combinations with 297,098 pairs across 59 cell lines. Task: Regression. Given two drug SMILES strings and cell line genomic features, predict the synergy score measuring deviation from expected non-interaction effect. (1) Drug 1: CNC(=O)C1=CC=CC=C1SC2=CC3=C(C=C2)C(=NN3)C=CC4=CC=CC=N4. Drug 2: CC1=C(C(=O)C2=C(C1=O)N3CC4C(C3(C2COC(=O)N)OC)N4)N. Cell line: HT29. Synergy scores: CSS=45.4, Synergy_ZIP=1.72, Synergy_Bliss=4.01, Synergy_Loewe=-12.1, Synergy_HSA=3.16. (2) Drug 2: CCC(=C(C1=CC=CC=C1)C2=CC=C(C=C2)OCCN(C)C)C3=CC=CC=C3.C(C(=O)O)C(CC(=O)O)(C(=O)O)O. Drug 1: C1=CC(=CC=C1CCCC(=O)O)N(CCCl)CCCl. Synergy scores: CSS=46.1, Synergy_ZIP=3.31, Synergy_Bliss=0.149, Synergy_Loewe=-3.43, Synergy_HSA=0.230. Cell line: MOLT-4. (3) Drug 1: CC1=C(C(CCC1)(C)C)C=CC(=CC=CC(=CC(=O)O)C)C. Drug 2: C1=NC2=C(N=C(N=C2N1C3C(C(C(O3)CO)O)F)Cl)N. Cell line: OVCAR3. Synergy scores: CSS=4.24, Synergy_ZIP=2.78, Synergy_Bliss=6.27, Synergy_Loewe=-0.931, Synergy_HSA=-4.17. (4) Drug 1: C1=CC=C(C(=C1)C(C2=CC=C(C=C2)Cl)C(Cl)Cl)Cl. Drug 2: CCCCCOC(=O)NC1=NC(=O)N(C=C1F)C2C(C(C(O2)C)O)O. Cell line: T-47D. Synergy scores: CSS=-0.194, Synergy_ZIP=2.74, Synergy_Bliss=-5.37, Synergy_Loewe=-5.95, Synergy_HSA=-4.68. (5) Drug 1: COC1=C2C(=CC3=C1OC=C3)C=CC(=O)O2. Drug 2: C(CCl)NC(=O)N(CCCl)N=O. Cell line: SNB-19. Synergy scores: CSS=0.594, Synergy_ZIP=-1.24, Synergy_Bliss=-3.58, Synergy_Loewe=-3.85, Synergy_HSA=-3.78. (6) Drug 1: COC1=C(C=C2C(=C1)N=CN=C2NC3=CC(=C(C=C3)F)Cl)OCCCN4CCOCC4. Drug 2: C1=CC(=CC=C1C#N)C(C2=CC=C(C=C2)C#N)N3C=NC=N3. Cell line: OVCAR-5. Synergy scores: CSS=55.9, Synergy_ZIP=1.98, Synergy_Bliss=3.06, Synergy_Loewe=-4.90, Synergy_HSA=3.00. (7) Drug 1: C1CCC(C1)C(CC#N)N2C=C(C=N2)C3=C4C=CNC4=NC=N3. Drug 2: CC1CCC2CC(C(=CC=CC=CC(CC(C(=O)C(C(C(=CC(C(=O)CC(OC(=O)C3CCCCN3C(=O)C(=O)C1(O2)O)C(C)CC4CCC(C(C4)OC)OCCO)C)C)O)OC)C)C)C)OC. Cell line: T-47D. Synergy scores: CSS=6.26, Synergy_ZIP=0.495, Synergy_Bliss=2.95, Synergy_Loewe=-13.5, Synergy_HSA=-1.70. (8) Drug 1: CC1=CC2C(CCC3(C2CCC3(C(=O)C)OC(=O)C)C)C4(C1=CC(=O)CC4)C. Drug 2: C1=C(C(=O)NC(=O)N1)N(CCCl)CCCl. Cell line: SNB-75. Synergy scores: CSS=11.6, Synergy_ZIP=1.41, Synergy_Bliss=5.77, Synergy_Loewe=-10.4, Synergy_HSA=1.12.